The task is: Regression. Given two drug SMILES strings and cell line genomic features, predict the synergy score measuring deviation from expected non-interaction effect.. This data is from NCI-60 drug combinations with 297,098 pairs across 59 cell lines. Drug 1: C1=CC=C(C(=C1)C(C2=CC=C(C=C2)Cl)C(Cl)Cl)Cl. Drug 2: CC1CCC2CC(C(=CC=CC=CC(CC(C(=O)C(C(C(=CC(C(=O)CC(OC(=O)C3CCCCN3C(=O)C(=O)C1(O2)O)C(C)CC4CCC(C(C4)OC)O)C)C)O)OC)C)C)C)OC. Cell line: NCI-H322M. Synergy scores: CSS=3.48, Synergy_ZIP=3.41, Synergy_Bliss=6.75, Synergy_Loewe=0.102, Synergy_HSA=1.62.